From a dataset of Full USPTO retrosynthesis dataset with 1.9M reactions from patents (1976-2016). Predict the reactants needed to synthesize the given product. Given the product [Cl:14][CH2:15][C:16]([N:1]1[CH2:6][CH2:5][O:4][CH2:3][CH2:2]1)=[O:17], predict the reactants needed to synthesize it. The reactants are: [NH:1]1[CH2:6][CH2:5][O:4][CH2:3][CH2:2]1.CCN(CC)CC.[Cl:14][CH2:15][C:16](Cl)=[O:17].